Dataset: Forward reaction prediction with 1.9M reactions from USPTO patents (1976-2016). Task: Predict the product of the given reaction. The product is: [F:20][C:21]1[CH:22]=[CH:23][C:24]([CH3:30])=[C:25]([CH:29]=1)[C:26]([NH:19][C:3]1[CH:4]=[CH:5][C:6]([N:8]2[CH2:12][CH2:11][CH:10]([N:13]3[CH2:17][CH2:16][CH2:15][CH:14]3[CH3:18])[CH2:9]2)=[CH:7][C:2]=1[CH3:1])=[O:27]. Given the reactants [CH3:1][C:2]1[CH:7]=[C:6]([N:8]2[CH2:12][CH2:11][C@H:10]([N:13]3[CH2:17][CH2:16][CH2:15][C@@H:14]3[CH3:18])[CH2:9]2)[CH:5]=[CH:4][C:3]=1[NH2:19].[F:20][C:21]1[CH:22]=[CH:23][C:24]([C:30](F)(F)F)=[C:25]([CH:29]=1)[C:26](Cl)=[O:27], predict the reaction product.